This data is from Full USPTO retrosynthesis dataset with 1.9M reactions from patents (1976-2016). The task is: Predict the reactants needed to synthesize the given product. Given the product [ClH:1].[OH:25][C:21]1[CH:20]=[C:19]([CH:24]=[CH:23][CH:22]=1)[NH:18][C:2]1[CH:7]=[C:6]([C:8]([F:11])([F:10])[F:9])[N:5]=[C:4]([C:12]2[CH:13]=[N:14][CH:15]=[CH:16][CH:17]=2)[N:3]=1, predict the reactants needed to synthesize it. The reactants are: [Cl:1][C:2]1[CH:7]=[C:6]([C:8]([F:11])([F:10])[F:9])[N:5]=[C:4]([C:12]2[CH:13]=[N:14][CH:15]=[CH:16][CH:17]=2)[N:3]=1.[NH2:18][C:19]1[CH:20]=[C:21]([OH:25])[CH:22]=[CH:23][CH:24]=1.Cl.